Dataset: Reaction yield outcomes from USPTO patents with 853,638 reactions. Task: Predict the reaction yield, written as a fraction of the theoretical maximum amount of product (1.0 means a 100% yield; for example, 0.34 means a 34% yield). (1) The yield is 0.740. The catalyst is CO.C1COCC1.O.O. The reactants are C[O:2][C:3](=[O:21])[C:4]1[CH:9]=[C:8]([O:10][CH3:11])[CH:7]=[CH:6][C:5]=1/[CH:12]=[CH:13]/[C:14]1[CH:19]=[CH:18][CH:17]=[C:16]([Cl:20])[CH:15]=1.[OH-].[Li+]. The product is [Cl:20][C:16]1[CH:15]=[C:14](/[CH:13]=[CH:12]/[C:5]2[CH:6]=[CH:7][C:8]([O:10][CH3:11])=[CH:9][C:4]=2[C:3]([OH:21])=[O:2])[CH:19]=[CH:18][CH:17]=1. (2) The reactants are [OH-].[Na+].C[O:4][C:5]([C:7]1[C:8]([C:26]2[CH:31]=[CH:30][CH:29]=[CH:28][C:27]=2[N+:32]([O-:34])=[O:33])=[CH:9][CH:10]=[C:11]([C:13]2[S:14][CH:15]=[C:16]([C:18]3[CH:23]=[CH:22][C:21]([F:24])=[C:20]([Cl:25])[CH:19]=3)[N:17]=2)[CH:12]=1)=[O:6]. The product is [Cl:25][C:20]1[CH:19]=[C:18]([C:16]2[N:17]=[C:13]([C:11]3[CH:12]=[C:7]([C:5]([OH:6])=[O:4])[C:8]([C:26]4[CH:31]=[CH:30][CH:29]=[CH:28][C:27]=4[N+:32]([O-:34])=[O:33])=[CH:9][CH:10]=3)[S:14][CH:15]=2)[CH:23]=[CH:22][C:21]=1[F:24]. The catalyst is O.O1CCOCC1. The yield is 0.410. (3) The reactants are [CH3:1][O:2][C:3]1[C:12]2[N:11]=[C:10]([NH2:13])[N:9]3[CH2:14][CH2:15][N:16]=[C:8]3[C:7]=2[CH:6]=[CH:5][C:4]=1[O:17][CH2:18][C@H:19]1[CH2:21][O:20]1.[NH:22]1[CH2:26][CH2:25][CH2:24][CH2:23]1. The catalyst is CN(C=O)C. The product is [OH:20][C@H:19]([CH2:21][N:22]1[CH2:26][CH2:25][CH2:24][CH2:23]1)[CH2:18][O:17][C:4]1[CH:5]=[CH:6][C:7]2[C:8]3[N:9]([CH2:14][CH2:15][N:16]=3)[C:10]([NH2:13])=[N:11][C:12]=2[C:3]=1[O:2][CH3:1]. The yield is 0.780. (4) The reactants are [Cl:1][C:2]1[CH:21]=[CH:20][C:5]2[O:6][C:7]3[CH:19]=[CH:18][CH:17]=[CH:16][C:8]=3[C@H:9]3[CH2:13][N:12]([CH3:14])[C:11](=[O:15])[C@H:10]3[C:4]=2[CH:3]=1.[OH-].[K+].C(OCC)(=[O:26])C. The catalyst is C(O)C. The product is [Cl:1][C:2]1[CH:21]=[CH:20][C:5]2[O:6][C:7]3[CH:19]=[CH:18][CH:17]=[CH:16][C:8]=3[C@@H:9]([CH2:13][NH:12][CH3:14])[C@H:10]([C:11]([OH:15])=[O:26])[C:4]=2[CH:3]=1. The yield is 0.520.